This data is from Catalyst prediction with 721,799 reactions and 888 catalyst types from USPTO. The task is: Predict which catalyst facilitates the given reaction. (1) Reactant: C1CCC(N=C=NC2CCCCC2)CC1.[NH2:16][CH:17]([CH2:21][CH3:22])[C:18](O)=[O:19].[CH2:23]([NH:30][CH2:31][C:32](OCC)=[O:33])[C:24]1[CH:29]=[CH:28][CH:27]=[CH:26][CH:25]=1.C(O)(C(F)(F)F)=O. Product: [CH2:21]([C@@H:17]1[NH:16][C:32](=[O:33])[CH2:31][N:30]([CH2:23][C:24]2[CH:29]=[CH:28][CH:27]=[CH:26][CH:25]=2)[C:18]1=[O:19])[CH3:22]. The catalyst class is: 2. (2) Reactant: [O:1]=[C:2]([C@@H:23]([C:25]1[CH:26]=[C:27]([CH3:31])[CH:28]=[CH:29][CH:30]=1)[CH3:24])/[CH:3]=[CH:4]/[C@H:5]1[C@H:12]([O:13][C:14](=[O:21])[C:15]2[CH:20]=[CH:19][CH:18]=[CH:17][CH:16]=2)[CH2:11][C@H:10]2[C@@H:6]1[CH2:7][C:8](=[O:22])[O:9]2.B(Cl)([C@H]1[C@H](C)[C@@H]2C(C)(C)[C@@H](C2)C1)[C@H]1[C@H](C)[C@@H]2C(C)(C)[C@@H](C2)C1.CC(C)=O.C(=O)([O-])O.[Na+]. Product: [OH:1][C@@H:2]([C@@H:23]([C:25]1[CH:26]=[C:27]([CH3:31])[CH:28]=[CH:29][CH:30]=1)[CH3:24])/[CH:3]=[CH:4]/[C@H:5]1[C@H:12]([O:13][C:14](=[O:21])[C:15]2[CH:20]=[CH:19][CH:18]=[CH:17][CH:16]=2)[CH2:11][C@H:10]2[C@@H:6]1[CH2:7][C:8](=[O:22])[O:9]2. The catalyst class is: 1. (3) Reactant: C(=O)([O-])[O-].[K+].[K+].Cl.[C:8]1([NH:14][NH2:15])[CH:13]=[CH:12][CH:11]=[CH:10][CH:9]=1.O=[C:17]([C:24]1[CH:29]=[C:28]([F:30])[C:27]([F:31])=[CH:26][C:25]=1[F:32])[CH2:18][C:19](OCC)=[O:20]. Product: [C:8]1([N:14]2[C:19](=[O:20])[CH2:18][C:17]([C:24]3[CH:29]=[C:28]([F:30])[C:27]([F:31])=[CH:26][C:25]=3[F:32])=[N:15]2)[CH:13]=[CH:12][CH:11]=[CH:10][CH:9]=1. The catalyst class is: 14. (4) Reactant: Cl[CH2:2][CH2:3][O:4][CH2:5][C:6]([OH:8])=[O:7].ClCCO[CH2:13][C:14]([NH2:16])=O.C(OO[CH2:22][CH2:23][Cl:24])(=O)C.ClCCO[CH2:29][C:30]#[N:31].C(=O)([O-])[O-].[Na+].[Na+].C(=O)([O-])[O-].[K+].[K+].[C:44]1([CH3:51])[C:45](C)=[CH:46][CH:47]=[CH:48][CH:49]=1. Product: [Cl:24][C:23]1[CH:22]=[CH:48][C:49]([CH:51]([C:44]2[CH:49]=[CH:48][CH:47]=[CH:46][CH:45]=2)[N:16]2[CH2:14][CH2:13][N:31]([CH2:2][CH2:3][O:4][CH2:5][C:6]([OH:8])=[O:7])[CH2:30][CH2:29]2)=[CH:44][CH:45]=1. The catalyst class is: 11. (5) Product: [Br:1][C:2]1[S:6][C:5]([NH:7][C:9](=[O:10])[O:11][C:12]([CH3:15])([CH3:14])[CH3:13])=[N:4][C:3]=1[CH3:8]. Reactant: [Br:1][C:2]1[S:6][C:5]([NH2:7])=[N:4][C:3]=1[CH3:8].[C:9](O[C:9]([O:11][C:12]([CH3:15])([CH3:14])[CH3:13])=[O:10])([O:11][C:12]([CH3:15])([CH3:14])[CH3:13])=[O:10].C[Si](C)(C)[N-][Si](C)(C)C.[Li+]. The catalyst class is: 436. (6) Reactant: [C:1]([C:5]1[N:10]=[C:9](Cl)[C:8]([CH:12]=[CH:13][C:14]([O:16][CH3:17])=[O:15])=[CH:7][CH:6]=1)([CH3:4])([CH3:3])[CH3:2].[NH:18]1[CH2:23][CH2:22][O:21][CH2:20][CH2:19]1.CCN(CC)CC. Product: [CH3:17][O:16][C:14](=[O:15])[CH:13]=[CH:12][C:8]1[C:9]([N:18]2[CH2:23][CH2:22][O:21][CH2:20][CH2:19]2)=[N:10][C:5]([C:1]([CH3:4])([CH3:3])[CH3:2])=[CH:6][CH:7]=1. The catalyst class is: 394. (7) Reactant: [CH2:1]([O:8][C:9]1[C:10]2[N:11]([C:17]([CH3:21])=[C:18]([CH3:20])[N:19]=2)[CH:12]=[C:13]([CH2:15][OH:16])[CH:14]=1)[C:2]1[CH:7]=[CH:6][CH:5]=[CH:4][CH:3]=1.[H-].[Na+].[CH3:24]I. Product: [CH2:1]([O:8][C:9]1[C:10]2[N:11]([C:17]([CH3:21])=[C:18]([CH3:20])[N:19]=2)[CH:12]=[C:13]([CH2:15][O:16][CH3:24])[CH:14]=1)[C:2]1[CH:3]=[CH:4][CH:5]=[CH:6][CH:7]=1. The catalyst class is: 9.